From a dataset of Forward reaction prediction with 1.9M reactions from USPTO patents (1976-2016). Predict the product of the given reaction. Given the reactants [F:1][C:2]1[CH:7]=[CH:6][C:5]([C:8]2[C:16]3[C:11](=[CH:12][CH:13]=[C:14]([C:17]#[C:18][C:19]4[CH:24]=[CH:23][CH:22]=[CH:21][CH:20]=4)[CH:15]=3)[N:10](C3CCCCO3)[N:9]=2)=[CH:4][CH:3]=1.Cl, predict the reaction product. The product is: [F:1][C:2]1[CH:3]=[CH:4][C:5]([C:8]2[C:16]3[C:11](=[CH:12][CH:13]=[C:14]([C:17]#[C:18][C:19]4[CH:20]=[CH:21][CH:22]=[CH:23][CH:24]=4)[CH:15]=3)[NH:10][N:9]=2)=[CH:6][CH:7]=1.